Predict which catalyst facilitates the given reaction. From a dataset of Catalyst prediction with 721,799 reactions and 888 catalyst types from USPTO. Reactant: [CH3:1][CH:2]1[CH2:11][C:10]2[C:5](=[CH:6][CH:7]=[CH:8][C:9]=2[O:12][C:13]2[N:18]=[CH:17][C:16]([NH2:19])=[CH:15][CH:14]=2)[O:4][CH2:3]1.[C:20]([O:24][C:25]([NH:27][C@:28]([CH3:34])([CH2:32][CH3:33])[C:29](O)=[O:30])=[O:26])([CH3:23])([CH3:22])[CH3:21].CCN(C(C)C)C(C)C.CN(C(ON1N=NC2C=CC=NC1=2)=[N+](C)C)C.F[P-](F)(F)(F)(F)F. Product: [CH3:34][C@:28]([NH:27][C:25](=[O:26])[O:24][C:20]([CH3:23])([CH3:22])[CH3:21])([C:29](=[O:30])[NH:19][C:16]1[CH:17]=[N:18][C:13]([O:12][C:9]2[CH:8]=[CH:7][CH:6]=[C:5]3[C:10]=2[CH2:11][CH:2]([CH3:1])[CH2:3][O:4]3)=[CH:14][CH:15]=1)[CH2:32][CH3:33]. The catalyst class is: 9.